Dataset: Catalyst prediction with 721,799 reactions and 888 catalyst types from USPTO. Task: Predict which catalyst facilitates the given reaction. Reactant: [C:1]([C:3]1[CH:4]=[N:5][C:6]2[C:11]([C:12]=1[OH:13])=[C:10](F)[CH:9]=[C:8]([F:15])[CH:7]=2)#[N:2].[O:16]1[CH2:21][CH2:20][CH:19]([OH:22])[CH2:18][CH2:17]1.CC(C)([O-])C.[K+].C(O)(=O)C. Product: [C:1]([C:3]1[CH:4]=[N:5][C:6]2[C:11]([C:12]=1[OH:13])=[C:10]([O:22][CH:19]1[CH2:20][CH2:21][O:16][CH2:17][CH2:18]1)[CH:9]=[C:8]([F:15])[CH:7]=2)#[N:2]. The catalyst class is: 7.